From a dataset of Full USPTO retrosynthesis dataset with 1.9M reactions from patents (1976-2016). Predict the reactants needed to synthesize the given product. (1) Given the product [Br:1][C:2]1[CH:3]=[CH:4][C:5]([C:8]2[N:10]=[CH:11][NH:12][N:15]=2)=[N:6][CH:7]=1, predict the reactants needed to synthesize it. The reactants are: [Br:1][C:2]1[CH:3]=[CH:4][C:5]([C:8](/[N:10]=[CH:11]/[N:12](C)C)=O)=[N:6][CH:7]=1.[NH2:15]N. (2) Given the product [CH2:1]([O:3][C:4]1[CH:11]=[CH:10][CH:9]=[CH:8][C:5]=1[C:6]([NH:20][OH:21])=[NH:7])[CH3:2], predict the reactants needed to synthesize it. The reactants are: [CH2:1]([O:3][C:4]1[CH:11]=[CH:10][CH:9]=[CH:8][C:5]=1[C:6]#[N:7])[CH3:2].C(N(CC)CC)C.Cl.[NH2:20][OH:21].O. (3) Given the product [ClH:1].[Br:2][C:3]1[C:7]([C:8]#[N:9])=[N:6][N:5]([CH2:10][CH2:11][CH3:12])[C:4]=1[CH2:13][C:14]1([F:27])[CH2:15][CH2:16][NH:17][CH2:18][CH2:19]1, predict the reactants needed to synthesize it. The reactants are: [ClH:1].[Br:2][C:3]1[C:7]([C:8]#[N:9])=[N:6][N:5]([CH2:10][CH2:11][CH3:12])[C:4]=1[CH2:13][C:14]1([F:27])[CH2:19][CH2:18][N:17](C(OC(C)(C)C)=O)[CH2:16][CH2:15]1. (4) Given the product [O:25]=[C:23]1[NH:15][C:14]2[CH:13]=[CH:12][C:4]([O:5][CH2:6][C:7]([O:9][CH2:10][CH3:11])=[O:8])=[CH:3][C:2]=2[NH:1]1, predict the reactants needed to synthesize it. The reactants are: [NH2:1][C:2]1[CH:3]=[C:4]([CH:12]=[CH:13][C:14]=1[NH2:15])[O:5][CH2:6][C:7]([O:9][CH2:10][CH3:11])=[O:8].N1C=CC=CC=1.Cl[C:23](Cl)([O:25]C(=O)OC(Cl)(Cl)Cl)Cl. (5) Given the product [C:36]([O:35][C:33]([C:28]1[CH:29]=[CH:30][CH:31]=[CH:32][C:27]=1[C:24]1[CH:25]=[CH:26][C:21]([CH2:20][N:3]2[C:4]3[C:9](=[CH:8][C:7]([C:12]([O:14][CH2:15][CH3:16])=[O:13])=[CH:6][CH:5]=3)[C:10]([CH3:11])=[C:2]2[CH3:1])=[CH:22][CH:23]=1)=[O:34])([CH3:39])([CH3:38])[CH3:37], predict the reactants needed to synthesize it. The reactants are: [CH3:1][C:2]1[NH:3][C:4]2[C:9]([C:10]=1[CH3:11])=[CH:8][C:7]([C:12]([O:14][CH2:15][CH3:16])=[O:13])=[CH:6][CH:5]=2.[H-].[Na+].Br[CH2:20][C:21]1[CH:26]=[CH:25][C:24]([C:27]2[C:28]([C:33]([O:35][C:36]([CH3:39])([CH3:38])[CH3:37])=[O:34])=[CH:29][CH:30]=[CH:31][CH:32]=2)=[CH:23][CH:22]=1. (6) The reactants are: [F:1][C:2]([F:17])([F:16])[C:3]1([CH2:7][N:8]2[CH2:13][CH2:12][CH:11]([CH2:14][OH:15])[CH2:10][CH2:9]2)[CH2:6][CH2:5][CH2:4]1.[H-].[Na+].Br[C:21]1[CH:26]=[N:25][C:24]([I:27])=[CH:23][N:22]=1.O. Given the product [I:27][C:24]1[CH:23]=[N:22][C:21]([O:15][CH2:14][CH:11]2[CH2:10][CH2:9][N:8]([CH2:7][C:3]3([C:2]([F:1])([F:16])[F:17])[CH2:4][CH2:5][CH2:6]3)[CH2:13][CH2:12]2)=[CH:26][N:25]=1, predict the reactants needed to synthesize it. (7) The reactants are: [CH3:1][O:2][C:3]1[C:11]([O:12][C@@H:13]2[CH2:18][CH2:17][CH2:16][C@H:15]([NH:19][C:20](=O)[CH2:21][CH3:22])[CH2:14]2)=[CH:10][CH:9]=[C:8]2[C:4]=1[CH:5]=[N:6][NH:7]2.[H-].[Al+3].[Li+].[H-].[H-].[H-].[OH-].[Na+]. Given the product [CH3:1][O:2][C:3]1[C:11]([O:12][C@@H:13]2[CH2:18][CH2:17][CH2:16][C@H:15]([NH:19][CH2:20][CH2:21][CH3:22])[CH2:14]2)=[CH:10][CH:9]=[C:8]2[C:4]=1[CH:5]=[N:6][NH:7]2, predict the reactants needed to synthesize it.